From a dataset of Full USPTO retrosynthesis dataset with 1.9M reactions from patents (1976-2016). Predict the reactants needed to synthesize the given product. (1) Given the product [CH:42]1([C@H:40]([NH:39][C:12]2[N:11]=[C:10]([S:2][CH3:1])[N:18]=[C:17]3[C:13]=2[N:14]([CH2:31][C@H:32]2[CH2:33][CH2:34][C@H:35]([CH3:38])[CH2:36][CH2:37]2)[C:15]([N:19]2[CH2:24][CH2:23][O:22][CH2:21][C@H:20]2[C:25]2[CH:30]=[CH:29][CH:28]=[CH:27][CH:26]=2)=[N:16]3)[CH3:41])[CH2:43][CH2:44][CH2:45]1, predict the reactants needed to synthesize it. The reactants are: [CH3:1][S-:2].[Na+].[O-2].[Al+3].[O-2].[O-2].[Al+3].Cl[C:10]1[N:18]=[C:17]2[C:13]([N:14]([CH2:31][C@H:32]3[CH2:37][CH2:36][C@H:35]([CH3:38])[CH2:34][CH2:33]3)[C:15]([N:19]3[CH2:24][CH2:23][O:22][CH2:21][C@H:20]3[C:25]3[CH:30]=[CH:29][CH:28]=[CH:27][CH:26]=3)=[N:16]2)=[C:12]([NH:39][C@@H:40]([CH:42]2[CH2:45][CH2:44][CH2:43]2)[CH3:41])[N:11]=1. (2) Given the product [OH:41][CH2:40][C:39]([NH:1][C:2]1[CH:3]=[CH:4][C:5]([C:6]([NH:8][C:9]2[S:13][C:12]([NH:14][C:15]3[CH:20]=[CH:19][C:18]([O:21][CH3:22])=[CH:17][CH:16]=3)=[N:11][C:10]=2[C:23]([NH2:25])=[O:24])=[O:7])=[CH:26][CH:27]=1)=[O:38], predict the reactants needed to synthesize it. The reactants are: [NH2:1][C:2]1[CH:27]=[CH:26][C:5]([C:6]([NH:8][C:9]2[S:13][C:12]([NH:14][C:15]3[CH:20]=[CH:19][C:18]([O:21][CH3:22])=[CH:17][CH:16]=3)=[N:11][C:10]=2[C:23]([NH2:25])=[O:24])=[O:7])=[CH:4][CH:3]=1.C(N(CC)CC)C.C([O:38][CH2:39][C:40](Cl)=[O:41])(=O)C.C([O-])([O-])=O.[K+].[K+].